Predict the reaction yield, written as a fraction of the theoretical maximum amount of product (1.0 means a 100% yield; for example, 0.34 means a 34% yield). From a dataset of Reaction yield outcomes from USPTO patents with 853,638 reactions. The reactants are [Br:1][C:2]1[CH:3]=[C:4]([CH:20]=[CH:21][CH:22]=1)[CH2:5][N:6]1[C:14]2[C:13](=[O:15])[N:12]([CH3:16])[C:11](=[O:17])[N:10]([CH3:18])[C:9]=2[N:8]=[C:7]1[SH:19].Br[CH2:24][C:25](=[O:28])[CH2:26][CH3:27].C(=O)([O-])[O-].[K+].[K+]. The catalyst is CN(C=O)C.C(OCC)(=O)C.O. The product is [Br:1][C:2]1[CH:3]=[C:4]([CH:20]=[CH:21][CH:22]=1)[CH2:5][N:6]1[C:14]2[C:13](=[O:15])[N:12]([CH3:16])[C:11](=[O:17])[N:10]([CH3:18])[C:9]=2[N:8]=[C:7]1[S:19][CH2:24][C:25](=[O:28])[CH2:26][CH3:27]. The yield is 0.507.